Dataset: Full USPTO retrosynthesis dataset with 1.9M reactions from patents (1976-2016). Task: Predict the reactants needed to synthesize the given product. (1) Given the product [F:33][C:29]1[CH:28]=[C:27]([C:25]2[S:24][C@@:23]([CH2:40][CH2:41][CH2:42][NH:43][C:44](=[O:50])[O:45][C:46]([CH3:48])([CH3:47])[CH3:49])([C:34]3[CH:39]=[CH:38][CH:37]=[CH:36][CH:35]=3)[N:22]([C:20](=[O:21])[C@@H:19]([OH:18])[CH3:51])[N:26]=2)[CH:32]=[CH:31][CH:30]=1, predict the reactants needed to synthesize it. The reactants are: [Si]([O:18][C@@H:19]([CH3:51])[C:20]([N:22]1[N:26]=[C:25]([C:27]2[CH:32]=[CH:31][CH:30]=[C:29]([F:33])[CH:28]=2)[S:24][C:23]1([CH2:40][CH2:41][CH2:42][NH:43][C:44](=[O:50])[O:45][C:46]([CH3:49])([CH3:48])[CH3:47])[C:34]1[CH:39]=[CH:38][CH:37]=[CH:36][CH:35]=1)=[O:21])(C(C)(C)C)(C1C=CC=CC=1)C1C=CC=CC=1.CCCC[N+](CCCC)(CCCC)CCCC.[F-]. (2) Given the product [NH:17]=[C:32]([NH:24][C:25](=[O:31])[O:26][C:27]([CH3:30])([CH3:29])[CH3:28])[NH:33][C:6](=[O:8])[CH2:5][O:4][C:3]1[C:9]([CH3:13])=[CH:10][CH:11]=[CH:12][C:2]=1[CH3:1], predict the reactants needed to synthesize it. The reactants are: [CH3:1][C:2]1[CH:12]=[CH:11][CH:10]=[C:9]([CH3:13])[C:3]=1[O:4][CH2:5][C:6]([OH:8])=O.C([N:17](C(C)C)CC)(C)C.N[N:24]([CH:32]=[NH:33])[C:25](=[O:31])[O:26][C:27]([CH3:30])([CH3:29])[CH3:28].O.ON1C2C=CC=CC=2N=N1.F[P-](F)(F)(F)(F)F.N1(OC(N(C)C)=[N+](C)C)C2C=CC=CC=2N=N1. (3) Given the product [Br:12][C:10]1[CH:11]=[C:3]([CH:4]=[C:5]([O:6][CH3:7])[C:8]=1[OH:9])[CH:2]=[O:1], predict the reactants needed to synthesize it. The reactants are: [O:1]=[CH:2][C:3]1[CH:11]=[CH:10][C:8]([OH:9])=[C:5]([O:6][CH3:7])[CH:4]=1.[Br:12]Br. (4) Given the product [F:20][C:21]1[CH:22]=[C:23]([CH2:28][C:29]([NH:1][N:2]2[N:11]=[C:10]([C:12]3[CH:17]=[CH:16][CH:15]=[CH:14][CH:13]=3)[C:9]3[C:4](=[CH:5][CH:6]=[C:7]([F:18])[CH:8]=3)[C:3]2=[O:19])=[O:30])[CH:24]=[C:25]([F:27])[CH:26]=1, predict the reactants needed to synthesize it. The reactants are: [NH2:1][N:2]1[N:11]=[C:10]([C:12]2[CH:17]=[CH:16][CH:15]=[CH:14][CH:13]=2)[C:9]2[C:4](=[CH:5][CH:6]=[C:7]([F:18])[CH:8]=2)[C:3]1=[O:19].[F:20][C:21]1[CH:22]=[C:23]([CH2:28][C:29](O)=[O:30])[CH:24]=[C:25]([F:27])[CH:26]=1. (5) Given the product [F:15][C:10]1[CH:11]=[CH:12][CH:13]=[CH:14][C:9]=1[CH2:8][CH2:7][C:6]1[CH:5]=[C:4]([OH:17])[N:20]2[N:21]=[C:22]([CH3:24])[CH:23]=[C:19]2[N:18]=1, predict the reactants needed to synthesize it. The reactants are: C(O[C:4](=[O:17])[CH2:5][C:6](=O)[CH2:7][CH2:8][C:9]1[CH:14]=[CH:13][CH:12]=[CH:11][C:10]=1[F:15])C.[NH2:18][C:19]1[CH:23]=[C:22]([CH3:24])[NH:21][N:20]=1.O.